This data is from Reaction yield outcomes from USPTO patents with 853,638 reactions. The task is: Predict the reaction yield, written as a fraction of the theoretical maximum amount of product (1.0 means a 100% yield; for example, 0.34 means a 34% yield). The reactants are [C:1]([C:5]1[CH:44]=[CH:43][C:8]([C:9]([NH:11][C@@H:12]([CH2:16][C:17]2[CH:22]=[CH:21][C:20]([C:23]3[N:28]=[CH:27][C:26]([C:29]4[CH:34]=[CH:33][C:32]([O:35][CH2:36][CH2:37][CH2:38][CH2:39][CH2:40][CH2:41][CH3:42])=[CH:31][CH:30]=4)=[CH:25][N:24]=3)=[CH:19][CH:18]=2)[C:13](O)=[O:14])=[O:10])=[CH:7][CH:6]=1)([CH3:4])([CH3:3])[CH3:2].[NH4+].[Cl-].CC[N:49](C(C)C)C(C)C.CN(C(ON1N=NC2C=CC=NC1=2)=[N+](C)C)C.F[P-](F)(F)(F)(F)F. The yield is 0.770. The product is [NH2:49][C:13](=[O:14])[C@@H:12]([NH:11][C:9](=[O:10])[C:8]1[CH:43]=[CH:44][C:5]([C:1]([CH3:2])([CH3:3])[CH3:4])=[CH:6][CH:7]=1)[CH2:16][C:17]1[CH:18]=[CH:19][C:20]([C:23]2[N:24]=[CH:25][C:26]([C:29]3[CH:30]=[CH:31][C:32]([O:35][CH2:36][CH2:37][CH2:38][CH2:39][CH2:40][CH2:41][CH3:42])=[CH:33][CH:34]=3)=[CH:27][N:28]=2)=[CH:21][CH:22]=1. The catalyst is CN(C=O)C.CC(=O)OCC.